From a dataset of Reaction yield outcomes from USPTO patents with 853,638 reactions. Predict the reaction yield, written as a fraction of the theoretical maximum amount of product (1.0 means a 100% yield; for example, 0.34 means a 34% yield). The reactants are [CH:1]1([NH2:4])[CH2:3][CH2:2]1.[O:5]=[C:6]1[C:15]2[C:10](=[CH:11][CH:12]=[C:13]([C:16]([F:19])([F:18])[F:17])[CH:14]=2)[CH2:9][CH2:8][N:7]1[C:20]1[CH:27]=[N:26][CH:25]=[CH:24][C:21]=1[CH:22]=O.CO.C([O-])(O)=O.[Na+]. The catalyst is C(O)(=O)C.C(Cl)(Cl)Cl. The product is [CH:1]1([NH:4][CH2:22][C:21]2[CH:24]=[CH:25][N:26]=[CH:27][C:20]=2[N:7]2[CH2:8][CH2:9][C:10]3[C:15](=[CH:14][C:13]([C:16]([F:19])([F:18])[F:17])=[CH:12][CH:11]=3)[C:6]2=[O:5])[CH2:3][CH2:2]1. The yield is 0.220.